Dataset: Forward reaction prediction with 1.9M reactions from USPTO patents (1976-2016). Task: Predict the product of the given reaction. Given the reactants [CH3:1][O:2][C:3]([C:5]1[C:6]([OH:30])=[C:7]2[C:12](=[C:13](Br)[N:14]=1)[N:11]([CH2:16][C:17]1[CH:22]=[CH:21][CH:20]=[CH:19][CH:18]=1)[C:10](=[O:23])[C:9]([C:24]1[CH:29]=[CH:28][CH:27]=[CH:26][CH:25]=1)=[CH:8]2)=[O:4].C([Sn](CCCC)(CCCC)[C:36]1[S:40][CH:39]=[N:38][CH:37]=1)CCC.CCOC(C)=O.Cl, predict the reaction product. The product is: [CH3:1][O:2][C:3]([C:5]1[C:6]([OH:30])=[C:7]2[C:12](=[C:13]([C:36]3[S:40][CH:39]=[N:38][CH:37]=3)[N:14]=1)[N:11]([CH2:16][C:17]1[CH:22]=[CH:21][CH:20]=[CH:19][CH:18]=1)[C:10](=[O:23])[C:9]([C:24]1[CH:29]=[CH:28][CH:27]=[CH:26][CH:25]=1)=[CH:8]2)=[O:4].